Predict the reactants needed to synthesize the given product. From a dataset of Full USPTO retrosynthesis dataset with 1.9M reactions from patents (1976-2016). (1) Given the product [C:1]1([CH3:17])[CH:2]=[CH:3][C:4]([N:7]2[C:11]([NH:12][C:25](=[O:26])[O:27][C:28]3[CH:33]=[CH:32][CH:31]=[CH:30][CH:29]=3)=[CH:10][C:9]([C:13]([F:15])([F:16])[F:14])=[N:8]2)=[CH:5][CH:6]=1, predict the reactants needed to synthesize it. The reactants are: [C:1]1([CH3:17])[CH:6]=[CH:5][C:4]([N:7]2[C:11]([NH2:12])=[CH:10][C:9]([C:13]([F:16])([F:15])[F:14])=[N:8]2)=[CH:3][CH:2]=1.C([O-])([O-])=O.[K+].[K+].Cl[C:25]([O:27][C:28]1[CH:33]=[CH:32][CH:31]=[CH:30][CH:29]=1)=[O:26]. (2) Given the product [C:10]([N:8]1[CH:9]=[C:5]([CH:4]([C:42]([O:44][CH3:45])=[O:43])[C:3]([O:2][CH3:1])=[O:29])[N:6]=[CH:7]1)([C:11]1[CH:16]=[CH:15][CH:14]=[CH:13][CH:12]=1)([C:23]1[CH:28]=[CH:27][CH:26]=[CH:25][CH:24]=1)[C:17]1[CH:18]=[CH:19][CH:20]=[CH:21][CH:22]=1, predict the reactants needed to synthesize it. The reactants are: [CH3:1][O:2][C:3](=[O:29])[CH2:4][C:5]1[N:6]=[CH:7][N:8]([C:10]([C:23]2[CH:28]=[CH:27][CH:26]=[CH:25][CH:24]=2)([C:17]2[CH:22]=[CH:21][CH:20]=[CH:19][CH:18]=2)[C:11]2[CH:16]=[CH:15][CH:14]=[CH:13][CH:12]=2)[CH:9]=1.C[Si]([N-][Si](C)(C)C)(C)C.[Li+].C([C:42]([O:44][CH3:45])=[O:43])#N.[NH4+].[Cl-]. (3) Given the product [F:1][CH:2]([F:12])[C:3]1[S:7][C:6]([CH2:8][OH:9])=[CH:5][CH:4]=1, predict the reactants needed to synthesize it. The reactants are: [F:1][CH:2]([F:12])[C:3]1[S:7][C:6]([C:8](OC)=[O:9])=[CH:5][CH:4]=1.[BH4-].[Na+].[Cl-].[NH4+]. (4) The reactants are: C(Cl)(=O)C(Cl)=O.[Br:7][C:8]1[CH:9]=[C:10]2[C:14](=[CH:15][CH:16]=1)[N:13]([CH3:17])[C:12]([C:18]([OH:20])=O)=[CH:11]2.[NH2:21][C:22]1[CH:31]=[CH:30][C:29]([Cl:32])=[CH:28][C:23]=1[C:24]([O:26][CH3:27])=[O:25].O.C(=O)(O)[O-].[Na+]. Given the product [Br:7][C:8]1[CH:9]=[C:10]2[C:14](=[CH:15][CH:16]=1)[N:13]([CH3:17])[C:12]([C:18]([NH:21][C:22]1[CH:31]=[CH:30][C:29]([Cl:32])=[CH:28][C:23]=1[C:24]([O:26][CH3:27])=[O:25])=[O:20])=[CH:11]2, predict the reactants needed to synthesize it. (5) The reactants are: C([O:3][P:4]([C:9]([C:12]1[CH:17]=[CH:16][C:15]([CH2:18][N:19]([CH2:33][C:34]2[CH:39]=[CH:38][C:37]([C:40]([P:43]([O:48]CC)([O:45]CC)=[O:44])([F:42])[F:41])=[CH:36][CH:35]=2)[S:20]([C:23]2[CH:32]=[CH:31][C:30]3[C:25](=[CH:26][CH:27]=[CH:28][CH:29]=3)[CH:24]=2)(=[O:22])=[O:21])=[CH:14][C:13]=1[Br:51])([F:11])[F:10])(=[O:8])[O:5]CC)C.C[Si](N([Si](C)(C)C)C(=O)C(F)(F)F)(C)C.I[Si](C)(C)C. Given the product [Br:51][C:13]1[CH:14]=[C:15]([CH2:18][N:19]([CH2:33][C:34]2[CH:35]=[CH:36][C:37]([C:40]([F:41])([F:42])[P:43]([OH:45])([OH:48])=[O:44])=[CH:38][CH:39]=2)[S:20]([C:23]2[CH:32]=[CH:31][C:30]3[C:25](=[CH:26][CH:27]=[CH:28][CH:29]=3)[CH:24]=2)(=[O:21])=[O:22])[CH:16]=[CH:17][C:12]=1[C:9]([P:4](=[O:3])([OH:5])[OH:8])([F:11])[F:10], predict the reactants needed to synthesize it. (6) Given the product [CH3:1][C:2]([CH3:7])=[CH:3][C:4]([NH:8][C:9]1[CH:18]=[CH:17][CH:16]=[CH:15][C:10]=1[C:11]([O:13][CH3:14])=[O:12])=[O:5], predict the reactants needed to synthesize it. The reactants are: [CH3:1][C:2]([CH3:7])=[CH:3][C:4](Cl)=[O:5].[NH2:8][C:9]1[CH:18]=[CH:17][CH:16]=[CH:15][C:10]=1[C:11]([O:13][CH3:14])=[O:12].C(N(CC)CC)C. (7) Given the product [N:14]1[N:11]2[CH2:12][CH2:13][NH:8][CH2:9][C:10]2=[C:16]([C:17]([NH:18][C:19]2[CH:20]=[C:21]([CH:22]=[CH:23][CH:24]=2)[CH2:25][NH:26][C:27]2[C:36]3[C:31](=[C:32]([C:37]([NH2:38])=[O:39])[CH:33]=[CH:34][CH:35]=3)[N:30]=[CH:29][N:28]=2)=[O:40])[CH:15]=1, predict the reactants needed to synthesize it. The reactants are: C(OC([N:8]1[CH2:13][CH2:12][N:11]2[N:14]=[CH:15][C:16]([C:17](=[O:40])[NH:18][C:19]3[CH:24]=[CH:23][CH:22]=[C:21]([CH2:25][NH:26][C:27]4[C:36]5[C:31](=[C:32]([C:37](=[O:39])[NH2:38])[CH:33]=[CH:34][CH:35]=5)[N:30]=[CH:29][N:28]=4)[CH:20]=3)=[C:10]2[CH2:9]1)=O)(C)(C)C.Cl.